Dataset: TCR-epitope binding with 47,182 pairs between 192 epitopes and 23,139 TCRs. Task: Binary Classification. Given a T-cell receptor sequence (or CDR3 region) and an epitope sequence, predict whether binding occurs between them. (1) The epitope is TTLPVNVAF. The TCR CDR3 sequence is CASSQAHWDRGSYGYTF. Result: 1 (the TCR binds to the epitope). (2) The epitope is LLMPILTLT. The TCR CDR3 sequence is CSVVFWGREGYEQYF. Result: 1 (the TCR binds to the epitope). (3) The epitope is FADDLNQLTGY. The TCR CDR3 sequence is CSGLTESPAHYSGANVLTF. Result: 0 (the TCR does not bind to the epitope). (4) The TCR CDR3 sequence is CASSFGQTNEQFF. The epitope is LLLGIGILV. Result: 0 (the TCR does not bind to the epitope). (5) The epitope is ISPRTLNAW. The TCR CDR3 sequence is CASSLKLADEQFF. Result: 1 (the TCR binds to the epitope).